Dataset: NCI-60 drug combinations with 297,098 pairs across 59 cell lines. Task: Regression. Given two drug SMILES strings and cell line genomic features, predict the synergy score measuring deviation from expected non-interaction effect. (1) Drug 1: CC12CCC3C(C1CCC2O)C(CC4=C3C=CC(=C4)O)CCCCCCCCCS(=O)CCCC(C(F)(F)F)(F)F. Drug 2: C1=NC2=C(N=C(N=C2N1C3C(C(C(O3)CO)O)F)Cl)N. Cell line: A549. Synergy scores: CSS=0.301, Synergy_ZIP=0.0964, Synergy_Bliss=0.465, Synergy_Loewe=-7.21, Synergy_HSA=-4.04. (2) Drug 1: COC1=CC(=CC(=C1O)OC)C2C3C(COC3=O)C(C4=CC5=C(C=C24)OCO5)OC6C(C(C7C(O6)COC(O7)C8=CC=CS8)O)O. Drug 2: CC(C)(C#N)C1=CC(=CC(=C1)CN2C=NC=N2)C(C)(C)C#N. Cell line: ACHN. Synergy scores: CSS=47.9, Synergy_ZIP=-4.47, Synergy_Bliss=-7.45, Synergy_Loewe=-15.2, Synergy_HSA=-5.96.